This data is from TCR-epitope binding with 47,182 pairs between 192 epitopes and 23,139 TCRs. The task is: Binary Classification. Given a T-cell receptor sequence (or CDR3 region) and an epitope sequence, predict whether binding occurs between them. (1) The epitope is RPHERNGFTVL. The TCR CDR3 sequence is CASSEALGSTSYEQYF. Result: 0 (the TCR does not bind to the epitope). (2) The epitope is YSEHPTFTSQY. The TCR CDR3 sequence is CASSLLLASGNEQFF. Result: 0 (the TCR does not bind to the epitope). (3) The epitope is RISNCVADY. The TCR CDR3 sequence is CASSSRAGTGSYNEQFF. Result: 1 (the TCR binds to the epitope). (4) The epitope is RQLLFVVEV. The TCR CDR3 sequence is CASSHTYEQYF. Result: 1 (the TCR binds to the epitope). (5) The epitope is YLQPRTFLL. The TCR CDR3 sequence is CASSQGQVGDGYTF. Result: 0 (the TCR does not bind to the epitope). (6) The epitope is LLLGIGILV. The TCR CDR3 sequence is CSADRTPGQGVHEQYF. Result: 1 (the TCR binds to the epitope).